From a dataset of Forward reaction prediction with 1.9M reactions from USPTO patents (1976-2016). Predict the product of the given reaction. (1) Given the reactants [F:1][CH:2]([F:28])[C:3]1[N:8]2[N:9]=[CH:10][C:11]([C:12](O)=[O:13])=[C:7]2[N:6]=[C:5]([C:15]2[CH:20]=[CH:19][C:18]([C:21]([F:24])([F:23])[F:22])=[C:17]([O:25][CH2:26][CH3:27])[CH:16]=2)[CH:4]=1.[NH2:29][C:30]1[CH:39]=[CH:38][C:33]([C:34]([NH:36]O)=[NH:35])=[CH:32][N:31]=1, predict the reaction product. The product is: [F:1][CH:2]([F:28])[C:3]1[N:8]2[N:9]=[CH:10][C:11]([C:12]3[O:13][N:36]=[C:34]([C:33]4[CH:38]=[CH:39][C:30]([NH2:29])=[N:31][CH:32]=4)[N:35]=3)=[C:7]2[N:6]=[C:5]([C:15]2[CH:20]=[CH:19][C:18]([C:21]([F:24])([F:23])[F:22])=[C:17]([O:25][CH2:26][CH3:27])[CH:16]=2)[CH:4]=1. (2) Given the reactants [CH3:1][Li].[CH2:3]([N:10]([CH3:19])[CH2:11][CH2:12][C:13](N(OC)C)=[O:14])[C:4]1[CH:9]=[CH:8][CH:7]=[CH:6][CH:5]=1.[NH4+].[Cl-], predict the reaction product. The product is: [CH2:3]([N:10]([CH3:19])[CH2:11][CH2:12][C:13](=[O:14])[CH3:1])[C:4]1[CH:9]=[CH:8][CH:7]=[CH:6][CH:5]=1. (3) Given the reactants [C:1]([C:5]1[CH:6]=[C:7]([NH2:11])[N:8]([CH3:10])[N:9]=1)([CH3:4])([CH3:3])[CH3:2].N1C=CC=CC=1.Cl[C:19]([O:21][CH2:22][C:23]([Cl:26])([Cl:25])[Cl:24])=[O:20].C(OCC)(=O)C, predict the reaction product. The product is: [Cl:24][C:23]([Cl:26])([Cl:25])[CH2:22][O:21][C:19](=[O:20])[NH:11][C:7]1[N:8]([CH3:10])[N:9]=[C:5]([C:1]([CH3:4])([CH3:2])[CH3:3])[CH:6]=1.